Dataset: Reaction yield outcomes from USPTO patents with 853,638 reactions. Task: Predict the reaction yield, written as a fraction of the theoretical maximum amount of product (1.0 means a 100% yield; for example, 0.34 means a 34% yield). The reactants are [F:1][C:2]1[CH:3]=[C:4]([CH:7]=[C:8]([O:11]C)[C:9]=1[OH:10])[CH:5]=[O:6].B(Br)(Br)Br. The catalyst is ClCCl. The product is [F:1][C:2]1[CH:3]=[C:4]([CH:7]=[C:8]([OH:11])[C:9]=1[OH:10])[CH:5]=[O:6]. The yield is 0.890.